This data is from Forward reaction prediction with 1.9M reactions from USPTO patents (1976-2016). The task is: Predict the product of the given reaction. (1) Given the reactants [H-].[Na+].[OH:3][CH2:4][CH2:5][C:6]#[N:7].[CH2:8](Br)[C:9]1[CH:14]=[CH:13][CH:12]=[CH:11][CH:10]=1.CN(C)C=O, predict the reaction product. The product is: [CH2:8]([O:3][CH2:4][CH2:5][C:6]#[N:7])[C:9]1[CH:14]=[CH:13][CH:12]=[CH:11][CH:10]=1. (2) Given the reactants [NH2:1][C:2]1[CH:7]=[CH:6][CH:5]=[CH:4][CH:3]=1.C[Al](C)C.[CH3:12][O:13][C:14]1[CH:15]=[C:16]([CH:19]=[CH:20][CH:21]=1)[C:17]#[N:18].ClCCl.CO, predict the reaction product. The product is: [CH3:12][O:13][C:14]1[CH:15]=[C:16]([CH:19]=[CH:20][CH:21]=1)[C:17](=[NH:18])[NH:1][C:2]1[CH:7]=[CH:6][CH:5]=[CH:4][CH:3]=1. (3) The product is: [NH2:35][C:30]1[CH:31]=[CH:32][CH:33]=[CH:34][C:29]=1[NH:36][C:21](=[O:23])[C:20]1[CH:19]=[CH:18][C:17]([C:27]([CH2:28][N:6]2[C:5]3[C:14](=[CH:1][CH:2]=[CH:3][CH:4]=3)[C:13](=[O:15])[C:12]3[CH:11]=[CH:10][CH:9]=[CH:8][C:7]2=3)=[CH2:26])=[CH:25][CH:24]=1. Given the reactants [CH:1]1[C:14]2[C:13](=[O:15])[C:12]3[C:7](=[CH:8][CH:9]=[CH:10][CH:11]=3)[NH:6][C:5]=2[CH:4]=[CH:3][CH:2]=1.I[C:17]1[CH:25]=[CH:24][C:20]([C:21]([OH:23])=O)=[CH:19][CH:18]=1.[CH2:26]=[C:27]=[CH2:28].[C:29]1([NH2:36])[CH:34]=[CH:33][CH:32]=[CH:31][C:30]=1[NH2:35], predict the reaction product. (4) Given the reactants [CH3:1][O:2][C:3]1[CH:26]=[CH:25][CH:24]=[CH:23][C:4]=1[CH2:5][NH:6][CH2:7][C:8]1[CH:13]=[CH:12][CH:11]=[C:10]([CH2:14][CH2:15][O:16][CH:17]2[CH2:22][CH2:21][CH2:20][CH2:19][O:18]2)[CH:9]=1.C(NC(C)C)(C)C.[C:34](O[C:34]([O:36][C:37]([CH3:40])([CH3:39])[CH3:38])=[O:35])([O:36][C:37]([CH3:40])([CH3:39])[CH3:38])=[O:35], predict the reaction product. The product is: [C:37]([O:36][C:34](=[O:35])[N:6]([CH2:5][C:4]1[CH:23]=[CH:24][CH:25]=[CH:26][C:3]=1[O:2][CH3:1])[CH2:7][C:8]1[CH:13]=[CH:12][CH:11]=[C:10]([CH2:14][CH2:15][O:16][CH:17]2[CH2:22][CH2:21][CH2:20][CH2:19][O:18]2)[CH:9]=1)([CH3:40])([CH3:39])[CH3:38]. (5) Given the reactants [NH2:1][C:2]1[N:10]=[CH:9][N:8]=[C:7]2[C:3]=1[N:4]=[CH:5][N:6]2[C@H:11]1[C@@H:15]2[O:16][C:17]([CH3:20])([CH3:19])[O:18][C@@H:14]2[C@@H:13]([CH2:21][N:22]([CH:38]([CH3:40])[CH3:39])[CH2:23][CH2:24][CH2:25][CH2:26][NH:27]C(=O)OCC2C=CC=CC=2)[O:12]1, predict the reaction product. The product is: [NH2:1][C:2]1[N:10]=[CH:9][N:8]=[C:7]2[C:3]=1[N:4]=[CH:5][N:6]2[C@H:11]1[C@@H:15]2[O:16][C:17]([CH3:19])([CH3:20])[O:18][C@@H:14]2[C@@H:13]([CH2:21][N:22]([CH:38]([CH3:40])[CH3:39])[CH2:23][CH2:24][CH2:25][CH2:26][NH2:27])[O:12]1. (6) The product is: [Cl:1][C:2]1[CH:3]=[CH:4][C:5]([CH2:8][O:9][C:10]2[CH:15]=[CH:14][N:13]([C:18]3[CH:23]=[N:22][C:21]([N:24]4[CH2:28][CH2:27][CH:26]([N:29]([CH2:30][CH3:31])[CH3:33])[CH2:25]4)=[CH:20][CH:19]=3)[C:12](=[O:16])[CH:11]=2)=[N:6][CH:7]=1. Given the reactants [Cl:1][C:2]1[CH:3]=[CH:4][C:5]([CH2:8][O:9][C:10]2[CH:15]=[CH:14][NH:13][C:12](=[O:16])[CH:11]=2)=[N:6][CH:7]=1.Br[C:18]1[CH:19]=[CH:20][C:21]([N:24]2[CH2:28][CH2:27][CH:26]([N:29]([CH3:33])[CH:30](C)[CH3:31])[CH2:25]2)=[N:22][CH:23]=1.[C@@H]1(N)CCCC[C@H]1N.[Na+].[I-].C([O-])([O-])=O.[K+].[K+], predict the reaction product.